Task: Regression. Given two drug SMILES strings and cell line genomic features, predict the synergy score measuring deviation from expected non-interaction effect.. Dataset: NCI-60 drug combinations with 297,098 pairs across 59 cell lines (1) Drug 1: CC1=C2C(C(=O)C3(C(CC4C(C3C(C(C2(C)C)(CC1OC(=O)C(C(C5=CC=CC=C5)NC(=O)C6=CC=CC=C6)O)O)OC(=O)C7=CC=CC=C7)(CO4)OC(=O)C)O)C)OC(=O)C. Drug 2: C(CC(=O)O)C(=O)CN.Cl. Cell line: LOX IMVI. Synergy scores: CSS=17.9, Synergy_ZIP=-0.541, Synergy_Bliss=0.349, Synergy_Loewe=-33.0, Synergy_HSA=-3.18. (2) Drug 1: CC12CCC(CC1=CCC3C2CCC4(C3CC=C4C5=CN=CC=C5)C)O. Drug 2: C1=NC(=NC(=O)N1C2C(C(C(O2)CO)O)O)N. Cell line: M14. Synergy scores: CSS=1.35, Synergy_ZIP=-1.04, Synergy_Bliss=-0.857, Synergy_Loewe=-1.52, Synergy_HSA=-1.24.